Dataset: Catalyst prediction with 721,799 reactions and 888 catalyst types from USPTO. Task: Predict which catalyst facilitates the given reaction. (1) Reactant: [C:1](Cl)(=[O:8])[C:2]1[CH:7]=[CH:6][CH:5]=[CH:4][CH:3]=1.[C:10](=O)([O-])[O-].[K+].[K+].[CH:16]1([NH2:20])[CH2:19][CH2:18][CH2:17]1.CCO[CH2:24][CH3:25]. Product: [CH:16]1([N:20]([CH2:10][C:24]#[CH:25])[C:1](=[O:8])[C:2]2[CH:7]=[CH:6][CH:5]=[CH:4][CH:3]=2)[CH2:19][CH2:18][CH2:17]1. The catalyst class is: 6. (2) Reactant: C(OC([N:8]1[CH2:13][CH:12]2[CH2:14][C@@H:9]1[CH2:10][N:11]2[C:15]1[N:20]2[CH:21]=[CH:22][N:23]=[C:19]2[CH:18]=[C:17]([C:24]2[CH:29]=[CH:28][N:27]=[C:26]([NH:30][CH:31]([C:33]3[CH:38]=[CH:37][CH:36]=[CH:35][CH:34]=3)[CH3:32])[CH:25]=2)[N:16]=1)=O)(C)(C)C.CO.Cl. Product: [C@H:12]12[CH2:14][C@H:9]([NH:8][CH2:13]1)[CH2:10][N:11]2[C:15]1[N:20]2[CH:21]=[CH:22][N:23]=[C:19]2[CH:18]=[C:17]([C:24]2[CH:29]=[CH:28][N:27]=[C:26]([NH:30][C@@H:31]([C:33]3[CH:34]=[CH:35][CH:36]=[CH:37][CH:38]=3)[CH3:32])[CH:25]=2)[N:16]=1. The catalyst class is: 258. (3) Reactant: [Br:1][C:2]1[CH:3]=[C:4]([F:9])[C:5](F)=[N:6][CH:7]=1.[CH3:10][NH2:11].CCO. Product: [Br:1][C:2]1[CH:3]=[C:4]([F:9])[C:5]([NH:11][CH3:10])=[N:6][CH:7]=1. The catalyst class is: 25. (4) Reactant: [Cl:1][C:2]1[CH:21]=[C:20]([O:22]C)[CH:19]=[C:18]([Cl:24])[C:3]=1[CH2:4][CH:5]1[CH2:9][CH2:8][N:7]([C@@H:10]2[CH2:15][CH2:14][CH2:13][CH2:12][C@@H:11]2[CH3:16])[C:6]1=[O:17].B(Br)(Br)Br.O. Product: [Cl:1][C:2]1[CH:21]=[C:20]([OH:22])[CH:19]=[C:18]([Cl:24])[C:3]=1[CH2:4][CH:5]1[CH2:9][CH2:8][N:7]([C@@H:10]2[CH2:15][CH2:14][CH2:13][CH2:12][C@@H:11]2[CH3:16])[C:6]1=[O:17]. The catalyst class is: 2. (5) Reactant: [CH3:1][C:2]1[CH:11]=[CH:10][C:9]2[C:4](=[CH:5][CH:6]=[C:7]([OH:12])[CH:8]=2)[N:3]=1.[CH:13]([C@H:16]1[CH2:21][CH2:20][C@H:19](O)[CH2:18][CH2:17]1)([CH3:15])[CH3:14].C1C=CC(P(C2C=CC=CC=2)C2C=CC=CC=2)=CC=1.CC(OC(/N=N/C(OC(C)C)=O)=O)C. The catalyst class is: 11. Product: [CH:13]([C@@H:16]1[CH2:21][CH2:20][C@H:19]([O:12][C:7]2[CH:8]=[C:9]3[C:4](=[CH:5][CH:6]=2)[N:3]=[C:2]([CH3:1])[CH:11]=[CH:10]3)[CH2:18][CH2:17]1)([CH3:15])[CH3:14]. (6) Reactant: [F:1][C:2]1[CH:3]=[C:4]([CH2:8][CH2:9][C:10]([OH:12])=O)[CH:5]=[CH:6][CH:7]=1.C(Cl)(=O)C(Cl)=O.N1C=CC=CC=1.[NH2:25][N:26]1[C:35](=[O:36])[C:34]2[C:29](=[CH:30][C:31]([F:37])=[CH:32][CH:33]=2)[N:28]=[C:27]1[N:38]1[CH2:42][CH2:41][CH2:40][CH2:39]1. Product: [F:37][C:31]1[CH:30]=[C:29]2[C:34]([C:35](=[O:36])[N:26]([NH:25][C:10](=[O:12])[CH2:9][CH2:8][C:4]3[CH:5]=[CH:6][CH:7]=[C:2]([F:1])[CH:3]=3)[C:27]([N:38]3[CH2:39][CH2:40][CH2:41][CH2:42]3)=[N:28]2)=[CH:33][CH:32]=1. The catalyst class is: 2. (7) Reactant: [CH3:1][O:2][C:3]1[CH:35]=[C:34]([O:36][CH3:37])[CH:33]=[CH:32][C:4]=1[CH2:5][N:6]1[C:15]2[C:14]3[CH:16]=[C:17]4[C:21](=[CH:22][C:13]=3[CH2:12][CH2:11][C:10]=2[C:9]([OH:26])=[C:8]([C:27]([O:29]C)=[O:28])[C:7]1=[O:31])[N:20]([CH3:23])[C:19]([CH2:24][OH:25])=[CH:18]4.[Li+].[I-].Cl. Product: [CH3:1][O:2][C:3]1[CH:35]=[C:34]([O:36][CH3:37])[CH:33]=[CH:32][C:4]=1[CH2:5][N:6]1[C:15]2[C:14]3[CH:16]=[C:17]4[C:21](=[CH:22][C:13]=3[CH2:12][CH2:11][C:10]=2[C:9]([OH:26])=[C:8]([C:27]([OH:29])=[O:28])[C:7]1=[O:31])[N:20]([CH3:23])[C:19]([CH2:24][OH:25])=[CH:18]4. The catalyst class is: 25.